From a dataset of NCI-60 drug combinations with 297,098 pairs across 59 cell lines. Regression. Given two drug SMILES strings and cell line genomic features, predict the synergy score measuring deviation from expected non-interaction effect. (1) Drug 1: CC1CCC2CC(C(=CC=CC=CC(CC(C(=O)C(C(C(=CC(C(=O)CC(OC(=O)C3CCCCN3C(=O)C(=O)C1(O2)O)C(C)CC4CCC(C(C4)OC)O)C)C)O)OC)C)C)C)OC. Drug 2: CCCCC(=O)OCC(=O)C1(CC(C2=C(C1)C(=C3C(=C2O)C(=O)C4=C(C3=O)C=CC=C4OC)O)OC5CC(C(C(O5)C)O)NC(=O)C(F)(F)F)O. Cell line: UO-31. Synergy scores: CSS=32.1, Synergy_ZIP=-8.14, Synergy_Bliss=-2.19, Synergy_Loewe=-2.95, Synergy_HSA=-2.56. (2) Drug 1: COC1=C2C(=CC3=C1OC=C3)C=CC(=O)O2. Drug 2: B(C(CC(C)C)NC(=O)C(CC1=CC=CC=C1)NC(=O)C2=NC=CN=C2)(O)O. Cell line: SN12C. Synergy scores: CSS=24.5, Synergy_ZIP=7.84, Synergy_Bliss=1.93, Synergy_Loewe=-66.4, Synergy_HSA=-10.7. (3) Drug 1: C1=CC(=CC=C1CC(C(=O)O)N)N(CCCl)CCCl.Cl. Drug 2: CN1C2=C(C=C(C=C2)N(CCCl)CCCl)N=C1CCCC(=O)O.Cl. Cell line: OVCAR-8. Synergy scores: CSS=13.1, Synergy_ZIP=-5.35, Synergy_Bliss=-3.27, Synergy_Loewe=-11.2, Synergy_HSA=-4.96. (4) Drug 1: C1CC(=O)NC(=O)C1N2CC3=C(C2=O)C=CC=C3N. Drug 2: C1CC(C1)(C(=O)O)C(=O)O.[NH2-].[NH2-].[Pt+2]. Cell line: NCI/ADR-RES. Synergy scores: CSS=7.79, Synergy_ZIP=-3.61, Synergy_Bliss=-1.97, Synergy_Loewe=-0.738, Synergy_HSA=-0.173. (5) Drug 1: CC1=C(N=C(N=C1N)C(CC(=O)N)NCC(C(=O)N)N)C(=O)NC(C(C2=CN=CN2)OC3C(C(C(C(O3)CO)O)O)OC4C(C(C(C(O4)CO)O)OC(=O)N)O)C(=O)NC(C)C(C(C)C(=O)NC(C(C)O)C(=O)NCCC5=NC(=CS5)C6=NC(=CS6)C(=O)NCCC[S+](C)C)O. Drug 2: C1CC(=O)NC(=O)C1N2C(=O)C3=CC=CC=C3C2=O. Cell line: A549. Synergy scores: CSS=50.6, Synergy_ZIP=1.06, Synergy_Bliss=1.10, Synergy_Loewe=-30.7, Synergy_HSA=1.11. (6) Drug 1: CC1=C2C(C(=O)C3(C(CC4C(C3C(C(C2(C)C)(CC1OC(=O)C(C(C5=CC=CC=C5)NC(=O)OC(C)(C)C)O)O)OC(=O)C6=CC=CC=C6)(CO4)OC(=O)C)OC)C)OC. Drug 2: CCCS(=O)(=O)NC1=C(C(=C(C=C1)F)C(=O)C2=CNC3=C2C=C(C=N3)C4=CC=C(C=C4)Cl)F. Cell line: NCI-H322M. Synergy scores: CSS=39.0, Synergy_ZIP=2.43, Synergy_Bliss=-0.567, Synergy_Loewe=-63.4, Synergy_HSA=-5.04. (7) Drug 1: CC(C1=C(C=CC(=C1Cl)F)Cl)OC2=C(N=CC(=C2)C3=CN(N=C3)C4CCNCC4)N. Drug 2: C(=O)(N)NO. Cell line: NCI/ADR-RES. Synergy scores: CSS=1.85, Synergy_ZIP=-1.11, Synergy_Bliss=-1.69, Synergy_Loewe=-2.23, Synergy_HSA=-2.54.